This data is from Reaction yield outcomes from USPTO patents with 853,638 reactions. The task is: Predict the reaction yield, written as a fraction of the theoretical maximum amount of product (1.0 means a 100% yield; for example, 0.34 means a 34% yield). (1) The reactants are C([O-])([O-])=O.[K+].[K+].[CH2:7]([O:9][C:10](=[O:23])[C:11]1[CH:16]=[C:15](I)[C:14]([O:18][CH2:19][CH2:20][OH:21])=[C:13]([Br:22])[CH:12]=1)[CH3:8].[F:24][C:25]([F:36])([F:35])[C:26]1[CH:27]=[C:28](B(O)O)[CH:29]=[CH:30][CH:31]=1.C(Cl)Cl.Cl. The catalyst is C1C=CC(P(C2C=CC=CC=2)[C-]2C=CC=C2)=CC=1.C1C=CC(P(C2C=CC=CC=2)[C-]2C=CC=C2)=CC=1.Cl[Pd]Cl.[Fe+2].O1CCOCC1. The product is [CH2:7]([O:9][C:10](=[O:23])[C:11]1[CH:16]=[C:15]([C:30]2[CH:29]=[CH:28][CH:27]=[C:26]([C:25]([F:36])([F:35])[F:24])[CH:31]=2)[C:14]([O:18][CH2:19][CH2:20][OH:21])=[C:13]([C:30]2[CH:29]=[CH:28][CH:27]=[C:26]([C:25]([F:36])([F:35])[F:24])[CH:31]=2)[CH:12]=1)[CH3:8].[CH2:7]([O:9][C:10](=[O:23])[C:11]1[CH:16]=[C:15]([C:30]2[CH:29]=[CH:28][CH:27]=[C:26]([C:25]([F:36])([F:35])[F:24])[CH:31]=2)[C:14]([O:18][CH2:19][CH2:20][OH:21])=[C:13]([Br:22])[CH:12]=1)[CH3:8]. The yield is 0.360. (2) The reactants are [Br:1][C:2]1[CH:3]=[C:4]([CH:21]=[C:22]([C:24]([F:27])([F:26])[F:25])[CH:23]=1)[C:5]([N:7]([CH2:9][C@H:10]([C:14]1[CH:19]=[CH:18][C:17]([F:20])=[CH:16][CH:15]=1)[CH2:11][CH:12]=O)[CH3:8])=[O:6].[NH:28]1[CH2:31][CH:30]([N:32]2[CH2:37][CH2:36][O:35][CH2:34][C@H:33]2[CH2:38][CH2:39][OH:40])[CH2:29]1.C(N(CC)CC)C.C([BH3-])#N.[Na+]. The catalyst is CO.[Cl-].[Zn+2].[Cl-]. The product is [Br:1][C:2]1[CH:3]=[C:4]([CH:21]=[C:22]([C:24]([F:27])([F:25])[F:26])[CH:23]=1)[C:5]([N:7]([CH2:9][C@H:10]([C:14]1[CH:15]=[CH:16][C:17]([F:20])=[CH:18][CH:19]=1)[CH2:11][CH2:12][N:28]1[CH2:29][CH:30]([N:32]2[CH2:37][CH2:36][O:35][CH2:34][C@H:33]2[CH2:38][CH2:39][OH:40])[CH2:31]1)[CH3:8])=[O:6]. The yield is 0.620. (3) The product is [NH2:27][C:22]1[CH:23]=[CH:24][CH:25]=[CH:26][C:21]=1[NH:28][CH2:2][CH2:3][CH2:4][CH2:5][CH2:6][CH2:7][CH2:8][C:9]([C:11]1[CH:20]=[CH:19][C:18]2[C:13](=[CH:14][CH:15]=[CH:16][CH:17]=2)[CH:12]=1)=[O:10]. The reactants are Br[CH2:2][CH2:3][CH2:4][CH2:5][CH2:6][CH2:7][CH2:8][C:9]([C:11]1[CH:20]=[CH:19][C:18]2[C:13](=[CH:14][CH:15]=[CH:16][CH:17]=2)[CH:12]=1)=[O:10].[C:21]1([NH2:28])[CH:26]=[CH:25][CH:24]=[CH:23][C:22]=1[NH2:27].C(N(CC)C(C)C)(C)C.C(=O)(O)[O-].[Na+]. The yield is 0.0300. The catalyst is C1(C)C=CC=CC=1.CN(C=O)C. (4) The product is [Br:1][C:2]1[CH:7]=[CH:6][CH:5]=[C:4]([CH2:8][Br:18])[C:3]=1[O:9][CH3:10]. The catalyst is C(Cl)(Cl)(Cl)Cl. The yield is 0.979. The reactants are [Br:1][C:2]1[CH:7]=[CH:6][CH:5]=[C:4]([CH3:8])[C:3]=1[O:9][CH3:10].C1C(=O)N([Br:18])C(=O)C1. (5) The reactants are C(O[C:6]([N:8](C)[CH2:9][CH2:10][C:11](O)=[O:12])=O)(C)(C)C.CN(C(ON1N=NC2C=CC=NC1=2)=[N+](C)C)C.F[P-](F)(F)(F)(F)F.C(N(CC)CC)C.[NH:46]1[C:50]2[CH:51]=[CH:52][CH:53]=[CH:54][C:49]=2[N:48]=[C:47]1[C:55]1[C:56]([NH2:67])=[N:57][CH:58]=[C:59]([C:61]2[CH2:62][CH2:63][NH:64][CH2:65][CH:66]=2)[N:60]=1. The catalyst is CS(C)=O. The product is [NH2:67][C:56]1[N:57]=[CH:58][C:59]([C:61]2[CH2:62][CH2:63][N:64]([C:11](=[O:12])[CH2:10][CH2:9][NH:8][CH3:6])[CH2:65][CH:66]=2)=[N:60][C:55]=1[C:47]1[NH:48][C:49]2[CH:54]=[CH:53][CH:52]=[CH:51][C:50]=2[N:46]=1. The yield is 0.0700. (6) No catalyst specified. The yield is 0.670. The product is [CH2:1]([NH:5][C:6]1[CH:7]=[CH:8][C:9]2[N:10]([C:12]([C:15]3[CH:22]=[CH:21][C:18]([CH2:19][NH:32][C:28]([CH3:31])([CH3:30])[CH3:29])=[CH:17][C:16]=3[F:23])=[CH:13][N:14]=2)[N:11]=1)[CH2:2][CH2:3][CH3:4]. The reactants are [CH2:1]([NH:5][C:6]1[CH:7]=[CH:8][C:9]2[N:10]([C:12]([C:15]3[CH:22]=[CH:21][C:18]([CH:19]=O)=[CH:17][C:16]=3[F:23])=[CH:13][N:14]=2)[N:11]=1)[CH2:2][CH2:3][CH3:4].ClC(Cl)C.[C:28]([NH2:32])([CH3:31])([CH3:30])[CH3:29].C(O[BH-](OC(=O)C)OC(=O)C)(=O)C.[Na+]. (7) The reactants are [C:1]([O:5][C@@H:6]([C:11]1[C:40]([CH3:41])=[C:39]([CH:42]([OH:44])[CH3:43])[C:38]2=[N:45][C:35]3=[CH:36][N:37]2[C:12]=1[N:13]1[CH2:51][CH2:50][C:16]([CH3:52])([O:17][CH2:18][CH2:19][CH2:20][CH2:21][C@H:22]([CH3:49])[O:23][C:24]2[CH:25]=[CH:26][C:27]([F:48])=[C:28]([F:47])[C:29]=2[C:30]2[CH:46]=[C:34]3[CH:33]=[CH:32][CH:31]=2)[CH2:15][CH2:14]1)[C:7]([O:9]C)=[O:8])([CH3:4])([CH3:3])[CH3:2].C(O[C@@H](C1C(C)=CC2=NC3=C(Cl)N2C=1N1CCC(C)(OCCCC[C@H](C)OC2C=CC(C)=CC=2C2C=C3C=CC=2)CC1)C(O)=O)(C)(C)C. No catalyst specified. The product is [C:1]([O:5][C@@H:6]([C:11]1[C:40]([CH3:41])=[C:39]([CH:42]([OH:44])[CH3:43])[C:38]2=[N:45][C:35]3=[CH:36][N:37]2[C:12]=1[N:13]1[CH2:14][CH2:15][C:16]([CH3:52])([O:17][CH2:18][CH2:19][CH2:20][CH2:21][C@H:22]([CH3:49])[O:23][C:24]2[CH:25]=[CH:26][C:27]([F:48])=[C:28]([F:47])[C:29]=2[C:30]2[CH:46]=[C:34]3[CH:33]=[CH:32][CH:31]=2)[CH2:50][CH2:51]1)[C:7]([OH:9])=[O:8])([CH3:2])([CH3:3])[CH3:4]. The yield is 0.259.